Dataset: Full USPTO retrosynthesis dataset with 1.9M reactions from patents (1976-2016). Task: Predict the reactants needed to synthesize the given product. (1) Given the product [Si:1]([O:8][CH2:9][C:10]1[CH:11]=[CH:12][C:13]([NH:16][C:17]([NH:40][CH2:39][C:38]2[C:33]([N:30]3[CH2:31][CH2:32][CH:27]([CH3:26])[CH2:28][CH2:29]3)=[N:34][C:35]([C:41]([F:44])([F:42])[F:43])=[CH:36][CH:37]=2)=[O:25])=[N:14][CH:15]=1)([C:4]([CH3:5])([CH3:6])[CH3:7])([CH3:2])[CH3:3], predict the reactants needed to synthesize it. The reactants are: [Si:1]([O:8][CH2:9][C:10]1[CH:11]=[CH:12][C:13]([NH:16][C:17](=[O:25])OC2C=CC=CC=2)=[N:14][CH:15]=1)([C:4]([CH3:7])([CH3:6])[CH3:5])([CH3:3])[CH3:2].[CH3:26][CH:27]1[CH2:32][CH2:31][N:30]([C:33]2[C:38]([CH2:39][NH2:40])=[CH:37][CH:36]=[C:35]([C:41]([F:44])([F:43])[F:42])[N:34]=2)[CH2:29][CH2:28]1.CN(C1C=CC=CN=1)C. (2) The reactants are: C(OC([N:8]1[CH2:13][CH2:12][CH2:11][CH:10]([NH:14][CH:15]2[CH2:20][CH2:19][N:18]([C:21](=[O:23])[CH3:22])[CH2:17][CH2:16]2)[CH:9]1[CH2:24][C:25]1[CH:30]=[CH:29][CH:28]=[CH:27][CH:26]=1)=O)(C)(C)C.FC(F)(F)C(O)=O. Given the product [CH2:24]([CH:9]1[CH:10]([NH:14][CH:15]2[CH2:16][CH2:17][N:18]([C:21](=[O:23])[CH3:22])[CH2:19][CH2:20]2)[CH2:11][CH2:12][CH2:13][NH:8]1)[C:25]1[CH:30]=[CH:29][CH:28]=[CH:27][CH:26]=1, predict the reactants needed to synthesize it.